The task is: Predict the product of the given reaction.. This data is from Forward reaction prediction with 1.9M reactions from USPTO patents (1976-2016). Given the reactants [C:1]1([C:7]2[C:8]3[CH:18]=[CH:17][CH:16]=[CH:15][C:9]=3[S:10][C:11]=2[CH:12]([NH2:14])[CH3:13])[CH:6]=[CH:5][CH:4]=[CH:3][CH:2]=1.Cl[C:20]1[N:28]=[CH:27][N:26]=[C:25]2[C:21]=1[N:22]=[CH:23][NH:24]2.CCN(C(C)C)C(C)C, predict the reaction product. The product is: [C:1]1([C:7]2[C:8]3[CH:18]=[CH:17][CH:16]=[CH:15][C:9]=3[S:10][C:11]=2[CH:12]([NH:14][C:20]2[N:28]=[CH:27][N:26]=[C:25]3[C:21]=2[N:22]=[CH:23][NH:24]3)[CH3:13])[CH:2]=[CH:3][CH:4]=[CH:5][CH:6]=1.